This data is from Forward reaction prediction with 1.9M reactions from USPTO patents (1976-2016). The task is: Predict the product of the given reaction. Given the reactants Br[C:2]1[S:3][CH:4]=[C:5]([C:7]([NH:9][C:10]2[CH:11]=[N:12][N:13]([CH3:32])[C:14]=2[C@H:15]2[O:21][CH2:20][C@H:19]([O:22][CH3:23])[C@H:18]([NH:24]C(=O)OC(C)(C)C)[CH2:17][CH2:16]2)=[O:8])[N:6]=1.[F:33][C:34]1[CH:39]=[C:38]([O:40][CH3:41])[CH:37]=[C:36]([F:42])[C:35]=1B(O)O, predict the reaction product. The product is: [NH2:24][C@H:18]1[C@@H:19]([O:22][CH3:23])[CH2:20][O:21][C@H:15]([C:14]2[N:13]([CH3:32])[N:12]=[CH:11][C:10]=2[NH:9][C:7]([C:5]2[N:6]=[C:2]([C:35]3[C:34]([F:33])=[CH:39][C:38]([O:40][CH3:41])=[CH:37][C:36]=3[F:42])[S:3][CH:4]=2)=[O:8])[CH2:16][CH2:17]1.